From a dataset of Peptide-MHC class II binding affinity with 134,281 pairs from IEDB. Regression. Given a peptide amino acid sequence and an MHC pseudo amino acid sequence, predict their binding affinity value. This is MHC class II binding data. (1) The peptide sequence is GSDPKKLVLNIKYTRPGDSL. The MHC is HLA-DQA10501-DQB10301 with pseudo-sequence HLA-DQA10501-DQB10301. The binding affinity (normalized) is 0.739. (2) The peptide sequence is KGDEQKLRSAGELEL. The MHC is HLA-DPA10103-DPB10201 with pseudo-sequence HLA-DPA10103-DPB10201. The binding affinity (normalized) is 0.313. (3) The peptide sequence is SLDISLETVAIDRPA. The MHC is HLA-DQA10501-DQB10302 with pseudo-sequence HLA-DQA10501-DQB10302. The binding affinity (normalized) is 0. (4) The peptide sequence is KPTAAGPKDNGGACG. The MHC is HLA-DPA10201-DPB10501 with pseudo-sequence HLA-DPA10201-DPB10501. The binding affinity (normalized) is 0. (5) The peptide sequence is NTSYRLISCNTSVI. The MHC is DRB1_1001 with pseudo-sequence DRB1_1001. The binding affinity (normalized) is 0.617.